This data is from Catalyst prediction with 721,799 reactions and 888 catalyst types from USPTO. The task is: Predict which catalyst facilitates the given reaction. (1) Product: [S:39]([OH:43])([OH:42])(=[O:41])=[O:40].[C:8]([N:11]1[CH2:15][C@H:14]([OH:16])[CH2:13][C@H:12]1[C:17]([NH:19][C@H:20]([C:28]([C:30]1[S:31][C:32]2[CH:38]=[CH:37][CH:36]=[CH:35][C:33]=2[N:34]=1)=[O:29])[CH2:21][CH2:22][CH2:23][NH:24][C:25](=[NH:26])[NH2:27])=[O:18])(=[O:10])[CH3:9]. The catalyst class is: 10. Reactant: C(O)(C(F)(F)F)=O.[C:8]([N:11]1[CH2:15][C@H:14]([OH:16])[CH2:13][C@H:12]1[C:17]([NH:19][C@H:20]([C:28]([C:30]1[S:31][C:32]2[CH:38]=[CH:37][CH:36]=[CH:35][C:33]=2[N:34]=1)=[O:29])[CH2:21][CH2:22][CH2:23][NH:24][C:25](=[NH:27])[NH2:26])=[O:18])(=[O:10])[CH3:9].[S:39](=[O:43])(=[O:42])([OH:41])[OH:40]. (2) Reactant: [C:1]([C:5]1[CH:10]=[CH:9][C:8]([N:11]2[C:15](=[O:16])[C:14]([CH3:18])([CH3:17])[N:13]([CH2:19][C:20]3[CH:25]=[CH:24][N:23]4[O:26][C:27](=S)[N:28]=[C:22]4[CH:21]=3)[C:12]2=[O:30])=[CH:7][CH:6]=1)([CH3:4])([CH3:3])[CH3:2].[CH2:31]([NH:33][CH3:34])[CH3:32]. Product: [C:1]([C:5]1[CH:10]=[CH:9][C:8]([N:11]2[C:15](=[O:16])[C:14]([CH3:18])([CH3:17])[N:13]([CH2:19][C:20]3[CH:25]=[CH:24][N:23]=[C:22]([NH:28][C:27](=[O:26])[N:33]([CH2:31][CH3:32])[CH3:34])[CH:21]=3)[C:12]2=[O:30])=[CH:7][CH:6]=1)([CH3:4])([CH3:3])[CH3:2]. The catalyst class is: 12. (3) Reactant: Cl.[CH2:2]([O:4][C:5](=[O:31])[CH:6]([C:20]1[CH:25]=[C:24]([C:26]#[N:27])[CH:23]=[CH:22][C:21]=1[N+:28]([O-])=O)[C:7]1[CH:12]=[CH:11][C:10]([CH2:13][N:14]2[CH2:19][CH2:18][O:17][CH2:16][CH2:15]2)=[CH:9][N:8]=1)[CH3:3].C(=O)([O-])O.[Na+]. Product: [CH2:2]([O:4][C:5](=[O:31])[CH:6]([C:20]1[CH:25]=[C:24]([C:26]#[N:27])[CH:23]=[CH:22][C:21]=1[NH2:28])[C:7]1[CH:12]=[CH:11][C:10]([CH2:13][N:14]2[CH2:19][CH2:18][O:17][CH2:16][CH2:15]2)=[CH:9][N:8]=1)[CH3:3]. The catalyst class is: 93. (4) Reactant: [CH3:1][N:2]1[C:6]2[CH:7]=[CH:8][S:9][C:5]=2[C:4]([Sn](CCCC)(CCCC)CCCC)=[N:3]1.[C:23]([CH:25]1[CH2:28][N:27]([C:29](=[O:53])[C@H:30]([NH:32][C:33]([C:35]2[C:43]3[C:38](=[N:39][CH:40]=[C:41](Br)[N:42]=3)[N:37]([CH2:45][O:46][CH2:47][CH2:48][Si:49]([CH3:52])([CH3:51])[CH3:50])[CH:36]=2)=[O:34])[CH3:31])[CH2:26]1)#[N:24]. Product: [C:23]([CH:25]1[CH2:26][N:27]([C:29](=[O:53])[C@H:30]([NH:32][C:33]([C:35]2[C:43]3[C:38](=[N:39][CH:40]=[C:41]([C:4]4[C:5]5[S:9][CH:8]=[CH:7][C:6]=5[N:2]([CH3:1])[N:3]=4)[N:42]=3)[N:37]([CH2:45][O:46][CH2:47][CH2:48][Si:49]([CH3:52])([CH3:51])[CH3:50])[CH:36]=2)=[O:34])[CH3:31])[CH2:28]1)#[N:24]. The catalyst class is: 441. (5) Reactant: C[O:2][C:3](=[O:20])[C:4]1[CH:9]=[CH:8][C:7]([O:10][CH2:11][C:12]2[CH:17]=[CH:16][N:15]=[CH:14][CH:13]=2)=[C:6]([O:18][CH3:19])[CH:5]=1.[OH-].[K+].CCOCC. Product: [CH3:19][O:18][C:6]1[CH:5]=[C:4]([CH:9]=[CH:8][C:7]=1[O:10][CH2:11][C:12]1[CH:13]=[CH:14][N:15]=[CH:16][CH:17]=1)[C:3]([OH:20])=[O:2]. The catalyst class is: 5.